This data is from Catalyst prediction with 721,799 reactions and 888 catalyst types from USPTO. The task is: Predict which catalyst facilitates the given reaction. Reactant: [Br:1][C:2]1[CH:13]=[CH:12][C:5]([C:6](N(OC)C)=[O:7])=[CH:4][C:3]=1[CH3:14]. Product: [Br:1][C:2]1[CH:13]=[CH:12][C:5]([C:6](=[O:7])[CH2:12][CH2:13][CH2:2][CH:3]([CH3:14])[CH3:4])=[CH:4][C:3]=1[CH3:14]. The catalyst class is: 7.